Task: Predict which catalyst facilitates the given reaction.. Dataset: Catalyst prediction with 721,799 reactions and 888 catalyst types from USPTO (1) Reactant: C(O[C:6](=O)[N:7](C)[CH2:8][CH2:9][CH2:10][NH:11][C:12]1[N:20]=[CH:19][N:18]=[C:17]2[C:13]=1[NH:14][C:15](=[O:21])[NH:16]2)(C)(C)C.Cl. The catalyst class is: 12. Product: [CH3:6][NH:7][CH2:8][CH2:9][CH2:10][NH:11][C:12]1[N:20]=[CH:19][N:18]=[C:17]2[C:13]=1[NH:14][C:15](=[O:21])[NH:16]2. (2) Reactant: C(N([CH:8]1[CH2:16][C:15]2[C:10](=[CH:11][C:12]3[Si:20]([CH3:22])([CH3:21])[C:19]4[CH:23]=[CH:24][CH:25]=[CH:26][C:18]=4[C:17](=[O:27])[C:13]=3[CH:14]=2)[N:9]1[CH3:28])CC=C)C=C.C[N:30]1C(=O)CC(=O)N(C)C1=O.C(=O)([O-])O.[Na+]. Product: [NH2:30][C:24]1[CH:25]=[CH:26][C:18]2[C:17](=[O:27])[C:13]3[CH:14]=[C:15]4[C:10](=[CH:11][C:12]=3[Si:20]([CH3:21])([CH3:22])[C:19]=2[CH:23]=1)[N:9]([CH3:28])[CH2:8][CH2:16]4. The catalyst class is: 4. (3) Reactant: [OH:1][CH2:2][CH2:3][CH2:4][CH2:5][CH2:6][CH2:7][CH2:8][CH2:9][O:10][C:11](=[O:15])[C:12]([CH3:14])=[CH2:13].N1C=CC=CC=1.[N+:22]([C:25]1[CH:26]=[C:27]([CH:31]=[C:32]([N+:34]([O-:36])=[O:35])[CH:33]=1)[C:28](Cl)=[O:29])([O-:24])=[O:23].Cl. Product: [C:11]([O:10][CH2:9][CH2:8][CH2:7][CH2:6][CH2:5][CH2:4][CH2:3][CH2:2][O:1][C:28](=[O:29])[C:27]1[CH:26]=[C:25]([N+:22]([O-:24])=[O:23])[CH:33]=[C:32]([N+:34]([O-:36])=[O:35])[CH:31]=1)(=[O:15])[C:12]([CH3:14])=[CH2:13]. The catalyst class is: 2. (4) Reactant: [C:1]([O:5][C:6](=[O:35])[NH:7][C@@H:8]([CH2:28][C:29]1[CH:34]=[CH:33][CH:32]=[CH:31][CH:30]=1)[C@@H:9]([OH:27])[CH2:10][C@H:11]([C:17](=[O:26])[NH:18][CH:19]1[CH2:24][CH:23]2[CH2:25][CH:20]1[CH2:21][CH2:22]2)[CH2:12][CH:13]=[C:14]([CH3:16])[CH3:15])([CH3:4])([CH3:3])[CH3:2]. Product: [C:1]([O:5][C:6](=[O:35])[NH:7][C@@H:8]([CH2:28][C:29]1[CH:34]=[CH:33][CH:32]=[CH:31][CH:30]=1)[C@@H:9]([OH:27])[CH2:10][C@H:11]([C:17](=[O:26])[NH:18][CH:19]1[CH2:24][CH:23]2[CH2:25][CH:20]1[CH2:21][CH2:22]2)[CH2:12][CH2:13][CH:14]([CH3:16])[CH3:15])([CH3:3])([CH3:4])[CH3:2]. The catalyst class is: 19. (5) Reactant: [F:1][C:2]1[CH:7]=[C:6]([I:8])[CH:5]=[CH:4][C:3]=1[NH:9][C:10]1[N:15]([CH3:16])[C:14](=[O:17])[C:13]2[C:18]([CH3:21])=[CH:19][O:20][C:12]=2[C:11]=1[C:22]([OH:24])=O.[CH:25]([O:27][CH2:28][CH2:29][O:30][NH2:31])=[CH2:26].CCN=C=NCCCN(C)C.C1C=CC2N(O)N=NC=2C=1. Product: [F:1][C:2]1[CH:7]=[C:6]([I:8])[CH:5]=[CH:4][C:3]=1[NH:9][C:10]1[N:15]([CH3:16])[C:14](=[O:17])[C:13]2[C:18]([CH3:21])=[CH:19][O:20][C:12]=2[C:11]=1[C:22]([NH:31][O:30][CH2:29][CH2:28][O:27][CH:25]=[CH2:26])=[O:24]. The catalyst class is: 3. (6) Reactant: C1N=CN(C(N2C=NC=C2)=O)C=1.[C:13]([O:17][C:18]([NH:20][CH2:21][C:22]([OH:24])=O)=[O:19])([CH3:16])([CH3:15])[CH3:14].[F:25][C:26]([F:30])([F:29])[CH2:27][NH2:28]. Product: [CH3:16][C:13]([O:17][C:18](=[O:19])[NH:20][CH2:21][C:22](=[O:24])[NH:28][CH2:27][C:26]([F:30])([F:29])[F:25])([CH3:14])[CH3:15]. The catalyst class is: 13.